This data is from Reaction yield outcomes from USPTO patents with 853,638 reactions. The task is: Predict the reaction yield, written as a fraction of the theoretical maximum amount of product (1.0 means a 100% yield; for example, 0.34 means a 34% yield). (1) The reactants are [CH:1]1([OH:6])[CH2:5][CH:4]=[CH:3][CH2:2]1.N1C=CC=CC=1.[CH3:13][S:14](Cl)(=[O:16])=[O:15]. The catalyst is C(Cl)Cl. The product is [CH3:13][S:14]([O:6][CH:1]1[CH2:5][CH:4]=[CH:3][CH2:2]1)(=[O:16])=[O:15]. The yield is 0.680. (2) The yield is 1.00. The catalyst is C(Cl)(Cl)Cl. The reactants are [CH3:1][O:2][C:3]1[CH:9]=[CH:8][C:7]([O:10][CH3:11])=[CH:6][C:4]=1N.[CH3:12][CH2:13][N:14](C(C)C)C(C)C.C(OC(=O)C)(=[O:23])C. The product is [CH3:1][O:2][C:3]1[CH:9]=[CH:8][C:7]([O:10][CH3:11])=[CH:6][C:4]=1[CH2:12][C:13]([NH2:14])=[O:23]. (3) The reactants are N#N.[H-].[Na+].[F:5][C:6]1[CH:11]=[CH:10][C:9]([CH:12](N(C)C)[C:13]#N)=[CH:8][CH:7]=1.[F:18][C:19]([F:29])([F:28])[C:20]1[CH:27]=[CH:26][C:23](CCl)=[CH:22][CH:21]=1.S(=O)(=O)(O)[OH:31]. The catalyst is O.CN(C)C=O. The product is [F:5][C:6]1[CH:11]=[CH:10][C:9]([C:12](=[O:31])[CH2:13][C:23]2[CH:26]=[CH:27][C:20]([C:19]([F:29])([F:28])[F:18])=[CH:21][CH:22]=2)=[CH:8][CH:7]=1. The yield is 0.952. (4) The reactants are [CH3:1][O:2][C:3](=[O:16])/[CH:4]=[CH:5]/[C:6]1[S:10][C:9]2[CH:11]=[CH:12][CH:13]=[CH:14][C:8]=2[C:7]=1[Cl:15]. The catalyst is C1COCC1.C1C=CC(P(C2C=CC=CC=2)C2C=CC=CC=2)=CC=1.C1C=CC(P(C2C=CC=CC=2)C2C=CC=CC=2)=CC=1.C1C=CC(P(C2C=CC=CC=2)C2C=CC=CC=2)=CC=1.[Cl-].[Rh]. The product is [CH3:1][O:2][C:3](=[O:16])[CH2:4][CH2:5][C:6]1[S:10][C:9]2[CH:11]=[CH:12][CH:13]=[CH:14][C:8]=2[C:7]=1[Cl:15]. The yield is 0.990. (5) The reactants are [C:1]([O:8][CH2:9][CH3:10])(=[O:7])[C:2]([O:4]CC)=O.[O:11]1[CH2:16][CH2:15][CH2:14][CH2:13][C:12]1=[O:17]. No catalyst specified. The product is [O:4]=[C:2]([CH:13]1[CH2:14][CH2:15][CH2:16][O:11][C:12]1=[O:17])[C:1]([O:8][CH2:9][CH3:10])=[O:7]. The yield is 0.790. (6) The reactants are [CH2:1]([C@H:8]1[C@@H:12]([C@H:13]2[CH2:17][C@@H:16]([OH:18])[CH2:15][N:14]2[C:19]([O:21][C:22]([CH3:25])([CH3:24])[CH3:23])=[O:20])[O:11][C:10]([CH3:27])([CH3:26])[N:9]1[C:28]([O:30][CH2:31][CH2:32][Si:33]([CH3:36])([CH3:35])[CH3:34])=[O:29])[C:2]1[CH:7]=[CH:6][CH:5]=[CH:4][CH:3]=1.[CH3:37]I.[H-].[Na+]. The catalyst is CN(C=O)C. The product is [CH2:1]([C@H:8]1[C@@H:12]([C@H:13]2[CH2:17][C@@H:16]([O:18][CH3:37])[CH2:15][N:14]2[C:19]([O:21][C:22]([CH3:23])([CH3:24])[CH3:25])=[O:20])[O:11][C:10]([CH3:27])([CH3:26])[N:9]1[C:28]([O:30][CH2:31][CH2:32][Si:33]([CH3:36])([CH3:35])[CH3:34])=[O:29])[C:2]1[CH:7]=[CH:6][CH:5]=[CH:4][CH:3]=1. The yield is 0.880. (7) The reactants are [CH3:1][C:2]1[O:6][N:5]=[C:4]([C:7]2[CH:12]=[CH:11][CH:10]=[CH:9][CH:8]=2)[C:3]=1[CH2:13][OH:14].[H-].[Na+].[Cl:17][C:18]1[N:19]=[N:20][C:21](Cl)=[CH:22][CH:23]=1. The catalyst is C1COCC1. The product is [Cl:17][C:18]1[N:19]=[N:20][C:21]([O:14][CH2:13][C:3]2[C:4]([C:7]3[CH:12]=[CH:11][CH:10]=[CH:9][CH:8]=3)=[N:5][O:6][C:2]=2[CH3:1])=[CH:22][CH:23]=1. The yield is 0.830. (8) The reactants are P(Cl)(Cl)(Cl)=O.[C:6]([C:9]1[CH:10]=[CH:11][C:12]([O:18][CH2:19][C:20]2[CH:25]=[CH:24][CH:23]=[CH:22][CH:21]=2)=[C:13]([CH:17]=1)[C:14]([OH:16])=O)(=[O:8])[CH3:7].[F:26][C:27]([F:40])([F:39])[C:28]1[CH:29]=[C:30]([CH:32]=[C:33]([C:35]([F:38])([F:37])[F:36])[CH:34]=1)[NH2:31].N1C=CC=CC=1.Cl. The catalyst is O1CCCC1.ClCCl. The product is [C:6]([C:9]1[CH:10]=[CH:11][C:12]([O:18][CH2:19][C:20]2[CH:25]=[CH:24][CH:23]=[CH:22][CH:21]=2)=[C:13]([CH:17]=1)[C:14]([NH:31][C:30]1[CH:32]=[C:33]([C:35]([F:36])([F:37])[F:38])[CH:34]=[C:28]([C:27]([F:26])([F:39])[F:40])[CH:29]=1)=[O:16])(=[O:8])[CH3:7]. The yield is 0.631. (9) The reactants are [NH2:1][C:2]1[C:7]([O:8][C:9]2[CH:10]=[C:11]([CH:17]=[CH:18][C:19]=2[Cl:20])[C:12]([O:14][CH2:15][CH3:16])=[O:13])=[CH:6][C:5]([Br:21])=[CH:4][N:3]=1.[C:22]([N:30]=[C:31]=[S:32])(=[O:29])[C:23]1[CH:28]=[CH:27][CH:26]=[CH:25][CH:24]=1. The catalyst is C1COCC1. The product is [C:22]([NH:30][C:31](=[S:32])[NH:1][C:2]1[C:7]([O:8][C:9]2[CH:10]=[C:11]([CH:17]=[CH:18][C:19]=2[Cl:20])[C:12]([O:14][CH2:15][CH3:16])=[O:13])=[CH:6][C:5]([Br:21])=[CH:4][N:3]=1)(=[O:29])[C:23]1[CH:28]=[CH:27][CH:26]=[CH:25][CH:24]=1. The yield is 0.510. (10) The reactants are [NH2:1][C:2]1[CH:7]=[C:6]([O:8][C:9]2[C:14]([F:15])=[CH:13][C:12]([NH:16][C:17]([C:19]3([C:22]([NH:24][C:25]4[CH:30]=[CH:29][C:28]([F:31])=[CH:27][CH:26]=4)=[O:23])[CH2:21][CH2:20]3)=[O:18])=[C:11]([F:32])[CH:10]=2)[N:5]=[CH:4][N:3]=1.C([N:35]([CH2:38]C)CC)C.ClC([O:43][C:44]1[CH:49]=CC=C[CH:45]=1)=O.[O:50]1CCCC1. No catalyst specified. The product is [F:32][C:11]1[CH:10]=[C:9]([O:8][C:6]2[N:5]=[CH:4][N:3]=[C:2]([NH:1][C:38]([N:35]3[CH2:45][CH:44]([OH:43])[CH2:49]3)=[O:50])[CH:7]=2)[C:14]([F:15])=[CH:13][C:12]=1[NH:16][C:17]([C:19]1([C:22]([NH:24][C:25]2[CH:26]=[CH:27][C:28]([F:31])=[CH:29][CH:30]=2)=[O:23])[CH2:20][CH2:21]1)=[O:18]. The yield is 0.470.